This data is from Forward reaction prediction with 1.9M reactions from USPTO patents (1976-2016). The task is: Predict the product of the given reaction. (1) Given the reactants C(OC(=O)[NH:7][CH2:8][C:9](=[O:38])[NH:10][CH2:11][C:12]1[CH:17]=[CH:16][C:15]([CH2:18][N:19]2[CH2:23][C:22](=[O:24])[N:21](CC3C=CC(OC)=CC=3OC)[S:20]2(=[O:37])=[O:36])=[CH:14][CH:13]=1)(C)(C)C.C(O)(C(F)(F)F)=O, predict the reaction product. The product is: [NH2:7][CH2:8][C:9]([NH:10][CH2:11][C:12]1[CH:17]=[CH:16][C:15]([CH2:18][N:19]2[CH2:23][C:22](=[O:24])[NH:21][S:20]2(=[O:36])=[O:37])=[CH:14][CH:13]=1)=[O:38]. (2) The product is: [CH2:17]([O:24][C:25]([N:27]1[CH2:32][CH2:31][CH:30]([CH2:33][NH:34][C:6]2[C:5]([F:9])=[CH:4][N:3]=[C:2]([Cl:1])[N:7]=2)[CH2:29][CH2:28]1)=[O:26])[C:18]1[CH:23]=[CH:22][CH:21]=[CH:20][CH:19]=1. Given the reactants [Cl:1][C:2]1[N:7]=[C:6](Cl)[C:5]([F:9])=[CH:4][N:3]=1.C(N(CC)CC)C.[CH2:17]([O:24][C:25]([N:27]1[CH2:32][CH2:31][CH:30]([CH2:33][NH2:34])[CH2:29][CH2:28]1)=[O:26])[C:18]1[CH:23]=[CH:22][CH:21]=[CH:20][CH:19]=1, predict the reaction product. (3) Given the reactants [CH2:1]([CH2:7][CH2:8]N)[CH2:2][CH2:3][C:4]([OH:6])=[O:5].C([N:12](CC)CC)C.[F:17][C:18]([F:25])([F:24])[C:19](OCC)=[O:20].Cl, predict the reaction product. The product is: [F:17][C:18]([F:25])([F:24])[C:19]([NH:12][CH:3]([CH2:2][CH2:1][CH2:7][CH3:8])[C:4]([OH:6])=[O:5])=[O:20]. (4) Given the reactants [NH2:1][C:2]1[C:3]([C:24]#[N:25])=[C:4]([CH:21]=[CH:22][CH:23]=1)[O:5][CH2:6][C:7]([NH:10]C(=O)OCC1C=CC=CC=1)([CH3:9])[CH3:8].O=[C:27]([CH3:34])[CH2:28][C:29]([O:31][CH2:32][CH3:33])=[O:30], predict the reaction product. The product is: [CH2:32]([O:31][C:29]([C:28]1[C:27]([CH3:34])=[N:1][C:2]2[C:3]([C:24]=1[NH2:25])=[C:4]([O:5][CH2:6][C:7]([NH2:10])([CH3:8])[CH3:9])[CH:21]=[CH:22][CH:23]=2)=[O:30])[CH3:33]. (5) Given the reactants [CH2:1]([O:4][CH2:5][CH2:6][OH:7])[CH2:2][CH3:3].CC(C)([O-])C.[K+].F[C:15]1[CH:20]=[CH:19][CH:18]=[C:17]([F:21])[N:16]=1, predict the reaction product. The product is: [F:21][C:17]1[CH:18]=[CH:19][CH:20]=[C:15]([O:7][CH2:6][CH2:5][O:4][CH2:1][CH2:2][CH3:3])[N:16]=1.